Task: Regression. Given a peptide amino acid sequence and an MHC pseudo amino acid sequence, predict their binding affinity value. This is MHC class II binding data.. Dataset: Peptide-MHC class II binding affinity with 134,281 pairs from IEDB (1) The peptide sequence is IGCAMLHWSLILPGI. The MHC is HLA-DQA10501-DQB10302 with pseudo-sequence HLA-DQA10501-DQB10302. The binding affinity (normalized) is 0.361. (2) The peptide sequence is KPVSKMRMATPLLMQALP. The MHC is HLA-DPA10103-DPB10401 with pseudo-sequence HLA-DPA10103-DPB10401. The binding affinity (normalized) is 0.476. (3) The peptide sequence is DIKVQFQSGGNNSPA. The MHC is HLA-DQA10102-DQB10502 with pseudo-sequence HLA-DQA10102-DQB10502. The binding affinity (normalized) is 0.0487. (4) The peptide sequence is ASMVIFDRSFTITIA. The MHC is HLA-DPA10301-DPB10402 with pseudo-sequence HLA-DPA10301-DPB10402. The binding affinity (normalized) is 0.194. (5) The peptide sequence is KEIYNYMEPYVSKNP. The MHC is DRB4_0101 with pseudo-sequence DRB4_0103. The binding affinity (normalized) is 0.479. (6) The peptide sequence is GELQIVDKPDAAFKI. The MHC is DRB1_0701 with pseudo-sequence DRB1_0701. The binding affinity (normalized) is 0.386. (7) The peptide sequence is AGSYAADLGYGPATP. The MHC is DRB1_0405 with pseudo-sequence DRB1_0405. The binding affinity (normalized) is 0.499.